Dataset: Full USPTO retrosynthesis dataset with 1.9M reactions from patents (1976-2016). Task: Predict the reactants needed to synthesize the given product. (1) Given the product [Br:17][C:14]1[CH:15]=[CH:16][C:11]2[N:10]=[C:2]([CH2:3][C:4]([O:6][CH3:7])=[O:5])[NH:21][S:18](=[O:20])(=[O:19])[C:12]=2[CH:13]=1, predict the reactants needed to synthesize it. The reactants are: Cl[C:2](=O)[CH2:3][C:4]([O:6][CH2:7]C)=[O:5].[NH2:10][C:11]1[CH:16]=[CH:15][C:14]([Br:17])=[CH:13][C:12]=1[S:18]([NH2:21])(=[O:20])=[O:19].C(N(CC)CC)C.CN(C1C=CC=CN=1)C. (2) The reactants are: I[C:2]1[N:6]([CH2:7][CH:8]([CH3:10])[CH3:9])[CH:5]=[N:4][C:3]=1[C:11]#[N:12].O.Cl.[NH2:15][C:16]1[CH:21]=[CH:20][CH:19]=[CH:18][C:17]=1B(O)O.C(=O)([O-])[O-].[K+].[K+]. Given the product [NH2:15][C:16]1[CH:21]=[CH:20][CH:19]=[CH:18][C:17]=1[C:2]1[N:6]([CH2:7][CH:8]([CH3:10])[CH3:9])[CH:5]=[N:4][C:3]=1[C:11]#[N:12], predict the reactants needed to synthesize it. (3) Given the product [Cl:14][C:12]1[CH:11]=[CH:10][C:4]2[S:5][C:6]([C:7](=[O:9])[CH3:8])=[C:2]([C:21]3[CH:26]=[CH:25][CH:24]=[CH:23][CH:22]=3)[C:3]=2[CH:13]=1, predict the reactants needed to synthesize it. The reactants are: Br[C:2]1[C:3]2[CH:13]=[C:12]([Cl:14])[CH:11]=[CH:10][C:4]=2[S:5][C:6]=1[C:7](=[O:9])[CH3:8].C([O-])([O-])=O.[K+].[K+].[C:21]1(B(O)O)[CH:26]=[CH:25][CH:24]=[CH:23][CH:22]=1.CCO. (4) Given the product [CH2:12]([O:1][CH:2]1[CH2:6][O:5][C:4](=[O:7])[CH2:3]1)[C:13]1[CH:18]=[CH:17][CH:16]=[CH:15][CH:14]=1, predict the reactants needed to synthesize it. The reactants are: [OH:1][CH:2]1[CH2:6][O:5][C:4](=[O:7])[CH2:3]1.ClC(Cl)(Cl)C(=N)O[CH2:12][C:13]1[CH:18]=[CH:17][CH:16]=[CH:15][CH:14]=1.FC(F)(F)S(O)(=O)=O. (5) Given the product [C:43]([O:42][C:40](=[O:41])[NH:1][CH2:2][CH:3]([NH:13][C:14]([C:16]1[S:32][C:19]2=[N:20][C:21]3[CH2:22][CH2:23][CH:24]([C:28]([CH3:29])([CH3:31])[CH3:30])[CH2:25][C:26]=3[CH:27]=[C:18]2[CH:17]=1)=[O:15])[C:4]1[CH:9]=[CH:8][CH:7]=[C:6]([N+:10]([O-:12])=[O:11])[CH:5]=1)([CH3:46])([CH3:45])[CH3:44], predict the reactants needed to synthesize it. The reactants are: [NH2:1][CH2:2][CH:3]([NH:13][C:14]([C:16]1[S:32][C:19]2=[N:20][C:21]3[CH2:22][CH2:23][CH:24]([C:28]([CH3:31])([CH3:30])[CH3:29])[CH2:25][C:26]=3[CH:27]=[C:18]2[CH:17]=1)=[O:15])[C:4]1[CH:9]=[CH:8][CH:7]=[C:6]([N+:10]([O-:12])=[O:11])[CH:5]=1.C(N(CC)CC)C.[C:40](O[C:40]([O:42][C:43]([CH3:46])([CH3:45])[CH3:44])=[O:41])([O:42][C:43]([CH3:46])([CH3:45])[CH3:44])=[O:41]. (6) Given the product [CH3:6][NH:7][C:8]1[C:9]([O:16][C:17]2[CH:22]=[CH:21][CH:20]=[CH:19][C:18]=2[CH3:23])=[N:10][C:11]([S:14][CH3:15])=[N:12][CH:13]=1, predict the reactants needed to synthesize it. The reactants are: C(O[C:6](=O)[N:7](C)[C:8]1[C:9]([O:16][C:17]2[CH:22]=[CH:21][CH:20]=[CH:19][C:18]=2[CH3:23])=[N:10][C:11]([S:14][CH3:15])=[N:12][CH:13]=1)(C)(C)C.[OH-].[Na+]. (7) Given the product [CH:4]1[C:3]2[C:12]3[N:16]([CH:22]=[N:1][C:2]=2[CH:7]=[CH:6][N:5]=1)[C:15]1[C:14](=[CH:20][CH:19]=[CH:18][CH:17]=1)[N:13]=3, predict the reactants needed to synthesize it. The reactants are: [NH2:1][C:2]1[CH:7]=[C:6](C(C)(C)C)[N:5]=[CH:4][C:3]=1[C:12]1[NH:13][C:14]2[CH:20]=[CH:19][CH:18]=[CH:17][C:15]=2[N:16]=1.N[C:22]1C=CN=CC=1C1NC2C=CC=CC=2N=1.N. (8) Given the product [CH3:26][C:25]1[O:24][C:23]([C:27]2[CH:28]=[CH:29][CH:30]=[CH:31][CH:32]=2)=[N:22][C:21]=1[CH2:20][O:19][C:15]1[CH:14]=[C:13]([CH2:12][C:11]([N:7]2[CH2:8][CH2:9][CH2:10][C@@H:6]2[C:4]([OH:5])=[O:3])=[O:33])[CH:18]=[CH:17][CH:16]=1, predict the reactants needed to synthesize it. The reactants are: C([O:3][C:4]([C@H:6]1[CH2:10][CH2:9][CH2:8][N:7]1[C:11](=[O:33])[CH2:12][C:13]1[CH:18]=[CH:17][CH:16]=[C:15]([O:19][CH2:20][C:21]2[N:22]=[C:23]([C:27]3[CH:32]=[CH:31][CH:30]=[CH:29][CH:28]=3)[O:24][C:25]=2[CH3:26])[CH:14]=1)=[O:5])C.[OH-].[Na+]. (9) Given the product [ClH:78].[NH2:36][C:37]1([C:41]2[CH:42]=[CH:43][C:44]([C:47]3[C:56](=[O:57])[C:55]4[C:50](=[C:51]([N:58]5[CH2:63][CH2:62][O:61][CH2:60][CH2:59]5)[CH:52]=[CH:53][CH:54]=4)[O:49][C:48]=3[C:64]3[CH:69]=[CH:68][CH:67]=[CH:66][CH:65]=3)=[CH:45][CH:46]=2)[CH2:40][CH2:39][CH2:38]1, predict the reactants needed to synthesize it. The reactants are: NC1(C2C=CC(C3C(=O)C4C(=CC=C(F)C=4)OC=3C3C=CC=CC=3)=CC=2)CCC1.C(OC(=O)[NH:36][C:37]1([C:41]2[CH:46]=[CH:45][C:44]([C:47]3[C:56](=[O:57])[C:55]4[C:50](=[C:51]([N:58]5[CH2:63][CH2:62][O:61][CH2:60][CH2:59]5)[CH:52]=[CH:53][CH:54]=4)[O:49][C:48]=3[C:64]3[CH:69]=[CH:68][CH:67]=[CH:66][CH:65]=3)=[CH:43][CH:42]=2)[CH2:40][CH2:39][CH2:38]1)(C)(C)C.C(O)(C(F)(F)F)=O.[ClH:78].